From a dataset of hERG Central: cardiac toxicity at 1µM, 10µM, and general inhibition. Predict hERG channel inhibition at various concentrations. (1) Results: hERG_inhib (hERG inhibition (general)): blocker. The molecule is O=C1CC[C@@H](CN(Cc2ccccn2)Cc2nc(-c3ccc(C(F)(F)F)cc3)no2)N1. (2) The compound is COc1cccc(-n2nc(C(=O)N3CCN(Cc4ccccc4)CC3)c3ccccc3c2=O)c1. Results: hERG_inhib (hERG inhibition (general)): blocker. (3) The molecule is CC(C(=O)N1CCN(c2ccccc2F)CC1)c1ccc([N+](=O)[O-])cc1. Results: hERG_inhib (hERG inhibition (general)): blocker. (4) The molecule is Cc1ccc(C)c(N2N=C(C(=O)NCCN3C(=O)S/C(=C\c4cccnc4)C3=O)CCC2=O)c1. Results: hERG_inhib (hERG inhibition (general)): blocker.